From a dataset of Reaction yield outcomes from USPTO patents with 853,638 reactions. Predict the reaction yield, written as a fraction of the theoretical maximum amount of product (1.0 means a 100% yield; for example, 0.34 means a 34% yield). (1) The reactants are [CH3:1][O:2][C:3](=[O:50])[CH2:4][NH:5][CH2:6][CH2:7][NH:8][C:9]([C@:11]12[CH2:46][CH2:45][C@@H:44]([C:47]([CH3:49])=[CH2:48])[C@@H:12]1[C@@H:13]1[C@@:26]([CH3:29])([CH2:27][CH2:28]2)[C@@:25]2([CH3:30])[C@@H:16]([C@:17]3([CH3:43])[C@@H:22]([CH2:23][CH2:24]2)[C:21]([CH3:32])([CH3:31])[C:20]([C:33]2[CH:42]=[CH:41][C:36]([C:37]([O:39][CH3:40])=[O:38])=[CH:35][CH:34]=2)=[CH:19][CH2:18]3)[CH2:15][CH2:14]1)=[O:10].I[CH2:52][CH2:53][CH3:54].C(=O)([O-])[O-].[K+].[K+]. The catalyst is C(#N)C.O1CCOCC1. The product is [CH3:1][O:2][C:3](=[O:50])[CH2:4][N:5]([CH2:52][CH2:53][CH3:54])[CH2:6][CH2:7][NH:8][C:9]([C@:11]12[CH2:46][CH2:45][C@@H:44]([C:47]([CH3:49])=[CH2:48])[C@@H:12]1[C@@H:13]1[C@@:26]([CH3:29])([CH2:27][CH2:28]2)[C@@:25]2([CH3:30])[C@@H:16]([C@:17]3([CH3:43])[C@@H:22]([CH2:23][CH2:24]2)[C:21]([CH3:32])([CH3:31])[C:20]([C:33]2[CH:34]=[CH:35][C:36]([C:37]([O:39][CH3:40])=[O:38])=[CH:41][CH:42]=2)=[CH:19][CH2:18]3)[CH2:15][CH2:14]1)=[O:10]. The yield is 0.670. (2) The reactants are [CH2:1]([N:5]1[CH2:9][CH2:8][CH2:7][CH2:6]1)[CH2:2][CH2:3][CH3:4].[CH3:10][O:11][C:12](=[O:17])[C:13]([O:15]C)=[O:14]. The catalyst is C(#N)C. The product is [CH2:1]([N+:5]1([CH3:10])[CH2:9][CH2:8][CH2:7][CH2:6]1)[CH2:2][CH2:3][CH3:4].[CH3:10][O:11][C:12](=[O:17])[C:13]([O-:15])=[O:14]. The yield is 0.950.